Dataset: Peptide-MHC class I binding affinity with 185,985 pairs from IEDB/IMGT. Task: Regression. Given a peptide amino acid sequence and an MHC pseudo amino acid sequence, predict their binding affinity value. This is MHC class I binding data. (1) The peptide sequence is CKNFLKQVY. The MHC is HLA-A29:02 with pseudo-sequence HLA-A29:02. The binding affinity (normalized) is 0. (2) The peptide sequence is DLYDYITRI. The MHC is HLA-A02:03 with pseudo-sequence HLA-A02:03. The binding affinity (normalized) is 0.898.